The task is: Predict the product of the given reaction.. This data is from Forward reaction prediction with 1.9M reactions from USPTO patents (1976-2016). (1) Given the reactants [NH:1]1[C:9]2[C:4](=[CH:5][CH:6]=[CH:7][CH:8]=2)[CH:3]=[C:2]1[CH:10]=O.Cl.[Cl:13][C:14]1[CH:19]=[CH:18][CH:17]=[C:16]([F:20])[C:15]=1[CH:21]1[CH2:26][CH2:25][NH:24][CH2:23][CH2:22]1.C(O[Na])(C)=O.C([BH3-])#N, predict the reaction product. The product is: [Cl:13][C:14]1[CH:19]=[CH:18][CH:17]=[C:16]([F:20])[C:15]=1[CH:21]1[CH2:22][CH2:23][N:24]([CH2:10][C:2]2[NH:1][C:9]3[C:4]([CH:3]=2)=[CH:5][CH:6]=[CH:7][CH:8]=3)[CH2:25][CH2:26]1. (2) Given the reactants [I:1][C:2]1[C:3]([OH:11])=[N:4][CH:5]=[C:6]([N+:8]([O-:10])=[O:9])[CH:7]=1.[C:12]1([CH3:18])[CH:17]=[CH:16][CH:15]=[CH:14][CH:13]=1, predict the reaction product. The product is: [CH2:18]([O:11][C:3]1[C:2]([I:1])=[CH:7][C:6]([N+:8]([O-:10])=[O:9])=[CH:5][N:4]=1)[C:12]1[CH:17]=[CH:16][CH:15]=[CH:14][CH:13]=1.